From a dataset of Catalyst prediction with 721,799 reactions and 888 catalyst types from USPTO. Predict which catalyst facilitates the given reaction. (1) Reactant: [CH3:1][C:2]1[CH:6]=[CH:5][O:4][C:3]=1[C:7]([NH:9][C:10]1[CH:11]=[C:12]([CH:26]=[CH:27][CH:28]=1)[O:13][C:14]1[CH:19]=[CH:18][N:17]=[C:16]2[CH:20]=[C:21]([C:23]([OH:25])=O)[S:22][C:15]=12)=[O:8].C1CN([P+](ON2N=NC3C=CC=CC2=3)(N2CCCC2)N2CCCC2)CC1.F[P-](F)(F)(F)(F)F.C(N(CC)C(C)C)(C)C.Cl.Cl.[NH2:73][CH2:74][CH2:75][CH2:76][NH:77][CH2:78][C:79]([O:81][CH3:82])=[O:80]. Product: [CH3:1][C:2]1[CH:6]=[CH:5][O:4][C:3]=1[C:7]([NH:9][C:10]1[CH:11]=[C:12]([CH:26]=[CH:27][CH:28]=1)[O:13][C:14]1[CH:19]=[CH:18][N:17]=[C:16]2[CH:20]=[C:21]([C:23]([NH:73][CH2:74][CH2:75][CH2:76][NH:77][CH2:78][C:79]([O:81][CH3:82])=[O:80])=[O:25])[S:22][C:15]=12)=[O:8]. The catalyst class is: 39. (2) Reactant: [NH2:1][C:2]1[C:8]([OH:9])=[CH:7][CH:6]=[CH:5][C:3]=1[OH:4].C(N(CC)CC)C.[C:17](Cl)(=[O:24])[C:18]1[CH:23]=[CH:22][CH:21]=[CH:20][CH:19]=1.[OH-].[K+]. Product: [OH:4][C:3]1[CH:5]=[CH:6][CH:7]=[C:8]([OH:9])[C:2]=1[NH:1][C:17](=[O:24])[C:18]1[CH:23]=[CH:22][CH:21]=[CH:20][CH:19]=1. The catalyst class is: 7. (3) Reactant: Cl[C:2]1[C:3](=[O:15])[N:4]([CH:10]([CH2:13][CH3:14])[CH2:11][CH3:12])[C:5]([CH3:9])=[C:6]([Cl:8])[N:7]=1.[Cl:16][C:17]1[CH:18]=[C:19]([O:26][CH3:27])[CH:20]=[C:21]2[C:25]=1[NH:24][CH2:23][CH2:22]2.C[Si](C)(C)[N-][Si](C)(C)C.[Na+].C([O-])(O)=O.[Na+]. Product: [Cl:8][C:6]1[N:7]=[C:2]([N:24]2[C:25]3[C:21](=[CH:20][C:19]([O:26][CH3:27])=[CH:18][C:17]=3[Cl:16])[CH2:22][CH2:23]2)[C:3](=[O:15])[N:4]([CH:10]([CH2:13][CH3:14])[CH2:11][CH3:12])[C:5]=1[CH3:9]. The catalyst class is: 1.